This data is from Peptide-MHC class I binding affinity with 185,985 pairs from IEDB/IMGT. The task is: Regression. Given a peptide amino acid sequence and an MHC pseudo amino acid sequence, predict their binding affinity value. This is MHC class I binding data. (1) The peptide sequence is CAGVIEYAK. The MHC is HLA-A03:01 with pseudo-sequence HLA-A03:01. The binding affinity (normalized) is 0.363. (2) The peptide sequence is AMENLKAMLY. The MHC is HLA-A31:01 with pseudo-sequence HLA-A31:01. The binding affinity (normalized) is 0.0164. (3) The peptide sequence is DVAASSLLY. The MHC is HLA-A11:01 with pseudo-sequence HLA-A11:01. The binding affinity (normalized) is 0.403. (4) The peptide sequence is AQIDNYNKF. The MHC is HLA-B44:03 with pseudo-sequence HLA-B44:03. The binding affinity (normalized) is 0.492. (5) The peptide sequence is MLKLFTHDIM. The MHC is HLA-A02:02 with pseudo-sequence HLA-A02:02. The binding affinity (normalized) is 0.590. (6) The peptide sequence is PTSETMYLTM. The MHC is HLA-A02:02 with pseudo-sequence HLA-A02:02. The binding affinity (normalized) is 0.375. (7) The peptide sequence is TLPANPPPA. The MHC is HLA-A02:01 with pseudo-sequence HLA-A02:01. The binding affinity (normalized) is 0.392. (8) The peptide sequence is PGDLQTLAL. The MHC is HLA-B54:01 with pseudo-sequence HLA-B54:01. The binding affinity (normalized) is 0.